This data is from Forward reaction prediction with 1.9M reactions from USPTO patents (1976-2016). The task is: Predict the product of the given reaction. (1) Given the reactants C[O:2][C:3]1[CH:4]=[N:5][C:6]2[C:11]([CH:12]=1)=[CH:10][C:9]([CH2:13][C:14](OC(C)(C)C)=O)=[CH:8][CH:7]=2.[C:21]1([C:27]2[N:32]=[N:31][C:30]([NH:33][NH2:34])=[CH:29][CH:28]=2)[CH:26]=[CH:25][CH:24]=[CH:23][CH:22]=1.Cl.[OH-].[Na+], predict the reaction product. The product is: [C:21]1([C:27]2[CH:28]=[CH:29][C:30]3[N:31]([C:14]([CH2:13][C:9]4[CH:10]=[C:11]5[C:6](=[CH:7][CH:8]=4)[N:5]=[CH:4][C:3]([OH:2])=[CH:12]5)=[N:34][N:33]=3)[N:32]=2)[CH:22]=[CH:23][CH:24]=[CH:25][CH:26]=1. (2) Given the reactants [CH:1]1([CH2:6][C@@H:7]([C:12]([N:14]2[CH:18]([C:19]([NH:21][C:22]3[CH:27]=[CH:26][C:25]([F:28])=[CH:24][N:23]=3)=[O:20])[CH2:17][CH:16]=[N:15]2)=[O:13])[CH2:8][C:9]([OH:11])=O)[CH2:5][CH2:4][CH2:3][CH2:2]1.CN1CCOCC1.Cl.[C:37]1([CH2:43][O:44][NH2:45])[CH:42]=[CH:41][CH:40]=[CH:39][CH:38]=1.C(Cl)CCl.N1C2C(=NC=CC=2)N(O)N=1, predict the reaction product. The product is: [CH:1]1([CH2:6][C@H:7]([CH2:8][C:9](=[O:11])[NH:45][O:44][CH2:43][C:37]2[CH:42]=[CH:41][CH:40]=[CH:39][CH:38]=2)[C:12]([N:14]2[C@H:18]([C:19]([NH:21][C:22]3[CH:27]=[CH:26][C:25]([F:28])=[CH:24][N:23]=3)=[O:20])[CH2:17][CH:16]=[N:15]2)=[O:13])[CH2:5][CH2:4][CH2:3][CH2:2]1. (3) Given the reactants [CH3:1][C:2]1[S:3][CH:4]=[C:5]([C:7]2[CH:12]=[CH:11][CH:10]=[C:9]([N+:13]([O-])=O)[CH:8]=2)[N:6]=1.O.O.[Sn](Cl)Cl.[OH-].[K+], predict the reaction product. The product is: [CH3:1][C:2]1[S:3][CH:4]=[C:5]([C:7]2[CH:8]=[C:9]([NH2:13])[CH:10]=[CH:11][CH:12]=2)[N:6]=1. (4) The product is: [CH3:1][C:2]1[C:6]([C:7]2[C:8]([O:24][CH3:25])=[CH:9][C:10]3[C:11]4[N:18]([CH:19]([CH3:23])[CH2:20][O:21][CH3:22])[C:28]([NH2:27])=[N:17][C:12]=4[CH:13]=[N:14][C:15]=3[CH:16]=2)=[C:5]([CH3:26])[O:4][N:3]=1. Given the reactants [CH3:1][C:2]1[C:6]([C:7]2[CH:16]=[C:15]3[C:10]([C:11]([NH:18][CH:19]([CH3:23])[CH2:20][O:21][CH3:22])=[C:12]([NH2:17])[CH:13]=[N:14]3)=[CH:9][C:8]=2[O:24][CH3:25])=[C:5]([CH3:26])[O:4][N:3]=1.[N:27]#[C:28]Br, predict the reaction product. (5) Given the reactants [C:1]([O:5][C:6]([NH:8][C@@H:9]1[CH2:11][C@H:10]1[C:12]1[CH:20]=[CH:19][C:15]([C:16]([OH:18])=O)=[CH:14][CH:13]=1)=[O:7])([CH3:4])([CH3:3])[CH3:2].Cl.C(N=C=NCCCN(C)C)C.O[N:34]1[C:38]2[CH:39]=[CH:40][CH:41]=[CH:42][C:37]=2N=N1.NC1C=CC=CC=1, predict the reaction product. The product is: [C:38]1([NH:34][C:16]([C:15]2[CH:14]=[CH:13][C:12]([C@@H:10]3[CH2:11][C@H:9]3[NH:8][C:6](=[O:7])[O:5][C:1]([CH3:2])([CH3:3])[CH3:4])=[CH:20][CH:19]=2)=[O:18])[CH:39]=[CH:40][CH:41]=[CH:42][CH:37]=1. (6) Given the reactants [F:1][C:2]1[CH:10]=[CH:9][C:8]([CH2:11][C:12]2[C:21]3[C:16](=[CH:17][CH:18]=[CH:19][CH:20]=3)[C:15](=[O:22])[NH:14][N:13]=2)=[CH:7][C:3]=1[C:4]([OH:6])=O.F[P-](F)(F)(F)(F)F.N1(OC(N(C)C)=[N+](C)C)C2C=CC=CC=2N=N1.[N:47]1[CH:48]=[CH:49][N:50]2[CH2:55][CH2:54][NH:53][CH2:52][C:51]=12.C(N(CC)C(C)C)(C)C, predict the reaction product. The product is: [N:47]1[CH:48]=[CH:49][N:50]2[CH2:55][CH2:54][N:53]([C:4]([C:3]3[CH:7]=[C:8]([CH2:11][C:12]4[C:21]5[C:16](=[CH:17][CH:18]=[CH:19][CH:20]=5)[C:15](=[O:22])[NH:14][N:13]=4)[CH:9]=[CH:10][C:2]=3[F:1])=[O:6])[CH2:52][C:51]=12. (7) Given the reactants [Cl:1][C:2]1[CH:26]=[CH:25][C:5]([C:6]([NH:8][CH:9]([CH2:13][C:14]2[C:23]3[C:18](=[CH:19][CH:20]=[CH:21][CH:22]=3)[NH:17][C:16](=[O:24])[CH:15]=2)[C:10]([OH:12])=[S:11])=[O:7])=[CH:4][CH:3]=1.Cl.Cl[CH2:29][CH2:30][N:31]1[CH2:36][CH2:35][CH2:34][CH2:33][CH2:32]1, predict the reaction product. The product is: [Cl:1][C:2]1[CH:3]=[CH:4][C:5]([C:6]([NH:8][CH:9]([CH2:13][C:14]2[C:23]3[C:18](=[CH:19][CH:20]=[CH:21][CH:22]=3)[NH:17][C:16](=[O:24])[CH:15]=2)[C:10]([S:11][CH2:29][CH2:30][N:31]2[CH2:36][CH2:35][CH2:34][CH2:33][CH2:32]2)=[O:12])=[O:7])=[CH:25][CH:26]=1. (8) Given the reactants Cl[C:2]1[CH:3]=[C:4]2[N:11]([CH3:12])[C:10]([CH3:14])([CH3:13])[CH2:9][N:5]2[C:6](=[O:8])[N:7]=1.[F:15][C:16]1[CH:21]=[C:20]([F:22])[C:19]([F:23])=[CH:18][C:17]=1[CH2:24][OH:25], predict the reaction product. The product is: [CH3:12][N:11]1[C:4]2[N:5]([C:6](=[O:8])[N:7]=[C:2]([O:25][CH2:24][C:17]3[CH:18]=[C:19]([F:23])[C:20]([F:22])=[CH:21][C:16]=3[F:15])[CH:3]=2)[CH2:9][C:10]1([CH3:14])[CH3:13]. (9) Given the reactants C(Cl)(=O)C(Cl)=O.[F:7][C:8]1[CH:13]=[CH:12][C:11]([CH2:14][CH2:15][C:16](O)=O)=[CH:10][CH:9]=1.[CH3:19][C:20]1(C)[O:27][C:25](=O)[CH2:24]C(=O)[O:21]1.C([O-])(=O)C.[NH4+:33].C(O)(=O)C, predict the reaction product. The product is: [NH2:33][C:16]([CH2:15][CH2:14][C:11]1[CH:10]=[CH:9][C:8]([F:7])=[CH:13][CH:12]=1)=[CH:19][C:20]([O:27][CH2:25][CH3:24])=[O:21]. (10) Given the reactants [CH3:1][N:2]1[CH:6]=[CH:5][C:4]([C:7]([F:13])([F:12])[C:8]([F:11])([F:10])[F:9])=[N:3]1.C([N-]C(C)C)(C)C.[Li+].[C:22](=[O:24])=[O:23].[OH-].[Na+], predict the reaction product. The product is: [CH3:1][N:2]1[C:6]([C:22]([OH:24])=[O:23])=[CH:5][C:4]([C:7]([F:12])([F:13])[C:8]([F:9])([F:10])[F:11])=[N:3]1.